From a dataset of Catalyst prediction with 721,799 reactions and 888 catalyst types from USPTO. Predict which catalyst facilitates the given reaction. (1) Reactant: C(OC(=O)[NH:7][CH2:8][C:9]1[S:10][CH:11]=[C:12]([C:14](=[O:25])[NH:15][CH2:16][CH2:17][C:18]2[CH:23]=[CH:22][CH:21]=[C:20]([Cl:24])[CH:19]=2)[N:13]=1)(C)(C)C.Cl. Product: [Cl:24][C:20]1[CH:19]=[C:18]([CH2:17][CH2:16][NH:15][C:14]([C:12]2[N:13]=[C:9]([CH2:8][NH2:7])[S:10][CH:11]=2)=[O:25])[CH:23]=[CH:22][CH:21]=1. The catalyst class is: 71. (2) Reactant: [C:1]([C:9]1[C:19]([N+:20]([O-:22])=[O:21])=[C:18]([OH:23])[C:17]([O:24]C)=[CH:16][C:10]=1[C:11]([O:13][CH2:14][CH3:15])=[O:12])(=[O:8])[C:2]1[CH:7]=[CH:6][CH:5]=[CH:4][CH:3]=1.C(OCC)(=O)C.[Cl-].[Al+3].[Cl-].[Cl-].Cl. Product: [C:1]([C:9]1[C:19]([N+:20]([O-:22])=[O:21])=[C:18]([OH:23])[C:17]([OH:24])=[CH:16][C:10]=1[C:11]([O:13][CH2:14][CH3:15])=[O:12])(=[O:8])[C:2]1[CH:7]=[CH:6][CH:5]=[CH:4][CH:3]=1. The catalyst class is: 17. (3) Reactant: CO[N:3]=[C:4]1[C:13]2[C:8](=[CH:9][CH:10]=[C:11]([CH3:14])[CH:12]=2)[O:7][CH2:6][CH2:5]1. Product: [CH3:14][C:11]1[CH:12]=[C:13]2[C:8](=[CH:9][CH:10]=1)[O:7][CH2:6][CH2:5][CH:4]2[NH2:3]. The catalyst class is: 834. (4) Reactant: [Cl:1][C:2]1[CH:3]=[N:4][CH:5]=[C:6]([Cl:28])[C:7]=1[NH:8][C:9]1[N:13]([CH3:14])[C:12]2[C:15]3[CH2:16][C:17]([CH3:27])([CH3:26])[O:18][C:19]=3[C:20]([C:22]([O:24]C)=O)=[CH:21][C:11]=2[N:10]=1.[CH:29]1([C:32]2[CH:38]=[CH:37][C:35]([NH2:36])=[CH:34][CH:33]=2)[CH2:31][CH2:30]1.C[Al](C)C. Product: [CH:29]1([C:32]2[CH:38]=[CH:37][C:35]([NH:36][C:22]([C:20]3[C:19]4[O:18][C:17]([CH3:26])([CH3:27])[CH2:16][C:15]=4[C:12]4[N:13]([CH3:14])[C:9]([NH:8][C:7]5[C:2]([Cl:1])=[CH:3][N:4]=[CH:5][C:6]=5[Cl:28])=[N:10][C:11]=4[CH:21]=3)=[O:24])=[CH:34][CH:33]=2)[CH2:31][CH2:30]1. The catalyst class is: 11. (5) Reactant: [Br:1][C:2]1[C:3]([OH:10])=[C:4]([CH:7]=[CH:8][CH:9]=1)[CH:5]=O.[NH2:11][C:12]1[CH:25]=[CH:24][C:15]2[C@H:16]([CH2:19][C:20]([O:22][CH3:23])=[O:21])[CH2:17][O:18][C:14]=2[CH:13]=1. Product: [Br:1][C:2]1[C:3]([OH:10])=[C:4]([CH:5]=[N:11][C:12]2[CH:25]=[CH:24][C:15]3[C@H:16]([CH2:19][C:20]([O:22][CH3:23])=[O:21])[CH2:17][O:18][C:14]=3[CH:13]=2)[CH:7]=[CH:8][CH:9]=1. The catalyst class is: 11.